This data is from CYP2D6 inhibition data for predicting drug metabolism from PubChem BioAssay. The task is: Regression/Classification. Given a drug SMILES string, predict its absorption, distribution, metabolism, or excretion properties. Task type varies by dataset: regression for continuous measurements (e.g., permeability, clearance, half-life) or binary classification for categorical outcomes (e.g., BBB penetration, CYP inhibition). Dataset: cyp2d6_veith. (1) The molecule is N#Cc1c(-n2ccnc2)cccc1-n1ccnc1. The result is 1 (inhibitor). (2) The drug is CN1CCN(c2ncc3nc(-c4ccc(F)cc4)c(=O)n(Cc4cccs4)c3n2)CC1. The result is 0 (non-inhibitor). (3) The drug is CN1CCN(c2nc3cc(C(F)(F)F)ccc3n3cccc23)CC1. The result is 0 (non-inhibitor). (4) The compound is COC(=O)c1ccccc1NC(=O)Oc1ccc(F)cc1. The result is 0 (non-inhibitor). (5) The result is 0 (non-inhibitor). The compound is CCOC(=O)[C@H](CCc1ccccc1)N[C@@H](C)C(=O)N1CCC[C@H]1C(=O)O. (6) The drug is CS(=O)(=O)N1CC(C(=O)NC2CC2)Oc2ccc(Cl)cc21. The result is 0 (non-inhibitor). (7) The drug is CC(=O)N1CC2(CC2)CC1c1ccccc1. The result is 0 (non-inhibitor). (8) The drug is O=C(O)Cc1ccc([N+](=O)[O-])cc1[N+](=O)[O-]. The result is 0 (non-inhibitor).